This data is from Full USPTO retrosynthesis dataset with 1.9M reactions from patents (1976-2016). The task is: Predict the reactants needed to synthesize the given product. (1) Given the product [Cl:18][C:19]1[CH:20]=[C:21]([CH:31]=[CH:32][C:33]=1[Cl:34])[CH2:22][N:23]1[CH2:28][CH2:27][O:26][C@@H:25]([CH2:29][NH:30][C:14](=[O:16])[CH2:13][C:10]2[N:9]=[C:8]([C:5]3[CH:4]=[CH:3][C:2]([F:1])=[CH:7][CH:6]=3)[O:12][N:11]=2)[CH2:24]1, predict the reactants needed to synthesize it. The reactants are: [F:1][C:2]1[CH:7]=[CH:6][C:5]([C:8]2[O:12][N:11]=[C:10]([CH2:13][C:14]([O:16]C)=O)[N:9]=2)=[CH:4][CH:3]=1.[Cl:18][C:19]1[CH:20]=[C:21]([CH:31]=[CH:32][C:33]=1[Cl:34])[CH2:22][N:23]1[CH2:28][CH2:27][O:26][C@@H:25]([CH2:29][NH2:30])[CH2:24]1. (2) Given the product [Cl:1][C:2]1[CH:7]=[CH:6][C:5]([C:8]2([S:9]([CH3:12])(=[O:11])=[O:10])[CH2:15][CH2:14]2)=[CH:4][N:3]=1, predict the reactants needed to synthesize it. The reactants are: [Cl:1][C:2]1[CH:7]=[CH:6][C:5]([CH2:8][S:9]([CH3:12])(=[O:11])=[O:10])=[CH:4][N:3]=1.Br[CH2:14][CH2:15]Br. (3) Given the product [CH2:12]([C:9]1[CH:10]=[C:11]2[C:6](=[CH:7][C:8]=1[CH2:14][CH3:15])[C:4](=[O:5])[CH2:3][CH2:2]2)[CH3:13], predict the reactants needed to synthesize it. The reactants are: Cl[CH2:2][CH2:3][C:4]([C:6]1[CH:11]=[CH:10][C:9]([CH2:12][CH3:13])=[C:8]([CH2:14][CH3:15])[CH:7]=1)=[O:5]. (4) Given the product [F:1][C:2]1[CH:7]=[CH:6][C:5]([C:8]2[CH:13]=[CH:12][N:11]=[CH:10][C:9]=2[N:14]([CH2:15][CH:16]2[CH2:21][CH2:20][CH2:19][CH2:18][O:17]2)[C:31](=[O:32])[C:30]2[CH:34]=[C:35]([C:37]([F:40])([F:38])[F:39])[CH:36]=[C:28]([S:25]([CH3:24])(=[O:27])=[O:26])[CH:29]=2)=[C:4]([O:22][CH3:23])[CH:3]=1, predict the reactants needed to synthesize it. The reactants are: [F:1][C:2]1[CH:7]=[CH:6][C:5]([C:8]2[CH:13]=[CH:12][N:11]=[CH:10][C:9]=2[NH:14][CH2:15][CH:16]2[CH2:21][CH2:20][CH2:19][CH2:18][O:17]2)=[C:4]([O:22][CH3:23])[CH:3]=1.[CH3:24][S:25]([C:28]1[CH:29]=[C:30]([CH:34]=[C:35]([C:37]([F:40])([F:39])[F:38])[CH:36]=1)[C:31](O)=[O:32])(=[O:27])=[O:26]. (5) Given the product [NH2:63][CH2:62][CH2:61][CH2:60][N:42]([CH2:41][C:39]1[CH:38]=[N:37][N:36]([CH2:35][C@@H:27]2[C@H:26]([NH:25][C:23](=[O:24])/[C:22](=[N:21]\[O:20][C:17]3([C:15]([OH:16])=[O:14])[CH2:19][CH2:18]3)/[C:71]3[N:72]=[C:73]([NH2:76])[S:74][CH:75]=3)[C:29](=[O:30])[N:28]2[S:31]([OH:34])(=[O:32])=[O:33])[N:40]=1)[C:43]([NH2:52])=[NH:44], predict the reactants needed to synthesize it. The reactants are: C([O:14][C:15]([C:17]1([O:20]/[N:21]=[C:22](/[C:71]2[N:72]=[C:73]([NH:76]C(OC(C)(C)C)=O)[S:74][CH:75]=2)\[C:23]([NH:25][C@@H:26]2[C:29](=[O:30])[N:28]([S:31]([OH:34])(=[O:33])=[O:32])[C@@H:27]2[CH2:35][N:36]2[N:40]=[C:39]([CH2:41][N:42]([CH2:60][CH2:61][CH2:62][NH:63]C(OC(C)(C)C)=O)[C:43]([NH:52]C(OC(C)(C)C)=O)=[N:44]C(OC(C)(C)C)=O)[CH:38]=[N:37]2)=[O:24])[CH2:19][CH2:18]1)=[O:16])(C1C=CC=CC=1)C1C=CC=CC=1.C(O)(C(F)(F)F)=O. (6) Given the product [F:35][C:2]1([C:15]2[CH:20]=[CH:19][CH:18]=[CH:17][C:16]=2[C:21]([F:24])([F:23])[F:22])[CH2:7][CH2:6][N:5]([C:8]([O:10][C:11]([CH3:14])([CH3:13])[CH3:12])=[O:9])[CH2:4][CH2:3]1, predict the reactants needed to synthesize it. The reactants are: O[C:2]1([C:15]2[CH:20]=[CH:19][CH:18]=[CH:17][C:16]=2[C:21]([F:24])([F:23])[F:22])[CH2:7][CH2:6][N:5]([C:8]([O:10][C:11]([CH3:14])([CH3:13])[CH3:12])=[O:9])[CH2:4][CH2:3]1.COCCN(S(F)(F)[F:35])CCOC. (7) Given the product [Cl:50][C:40]1[C:41]([O:48][CH3:49])=[CH:42][C:43]([O:46][CH3:47])=[C:44]([Cl:45])[C:39]=1[NH:30][C:28](=[O:29])[N:27]([C:23]1[N:24]=[CH:25][N:26]=[C:21]([NH:5][C:4]2[CH:6]=[CH:7][CH:8]=[C:2]([F:1])[C:3]=2[NH:9][C:61](=[O:64])[CH:62]=[CH2:63])[CH:22]=1)[CH3:51], predict the reactants needed to synthesize it. The reactants are: [F:1][C:2]1[C:3]([N+:9]([O-])=O)=[C:4]([CH:6]=[CH:7][CH:8]=1)[NH2:5].NC1C(C)=CC=CC=1N[C:21]1[N:26]=[CH:25][N:24]=[C:23]([N:27]([CH3:51])[C:28]([N:30]([C:39]2[C:44]([Cl:45])=[C:43]([O:46][CH3:47])[CH:42]=[C:41]([O:48][CH3:49])[C:40]=2[Cl:50])COCC[Si](C)(C)C)=[O:29])[CH:22]=1.C(N(C(C)C)CC)(C)C.[C:61](O)(=[O:64])[CH:62]=[CH2:63].C(Cl)Cl.C(P1(=O)OP(=O)(CCC)OP(=O)(CCC)O1)CC. (8) The reactants are: F[C:2](F)(F)[C:3]([OH:5])=[O:4].[CH2:8]([O:10][C:11](=[O:40])[C@@H:12]([CH:19](COC(=O)C)[C:20]1[CH:25]=[CH:24][C:23]([NH:26]C(OC(C)(C)C)=O)=[C:22]([CH3:34])[CH:21]=1)[CH2:13][C:14]([O:16][CH2:17][CH3:18])=[O:15])[CH3:9].Cl[CH2:42]Cl. Given the product [CH2:8]([O:10][C:11](=[O:40])[C@H:12]([CH2:19][C:20]1[CH:25]=[CH:24][C:23]([NH2:26])=[C:22]([CH3:34])[C:21]=1[CH2:42][O:5][C:3](=[O:4])[CH3:2])[CH2:13][C:14]([O:16][CH2:17][CH3:18])=[O:15])[CH3:9], predict the reactants needed to synthesize it. (9) Given the product [F:1][C:2]1[CH:7]=[CH:6][C:5]([C:8]2[N:9]=[C:10]([CH3:27])[N:11]([CH:13]3[CH2:18][CH2:17][N:16]([C:19]([O:21][C:22]([CH3:25])([CH3:24])[CH3:23])=[O:20])[CH2:15][CH2:14]3)[CH:12]=2)=[CH:4][CH:3]=1, predict the reactants needed to synthesize it. The reactants are: [F:1][C:2]1[CH:7]=[CH:6][C:5]([C:8]2[N:9]=[CH:10][N:11]([CH:13]3[CH2:18][CH2:17][N:16]([C:19]([O:21][C:22]([CH3:25])([CH3:24])[CH3:23])=[O:20])[CH2:15][CH2:14]3)[CH:12]=2)=[CH:4][CH:3]=1.F[C:27]1C=CC(C2N=C(C)NC=2)=CC=1.